From a dataset of HIV replication inhibition screening data with 41,000+ compounds from the AIDS Antiviral Screen. Binary Classification. Given a drug SMILES string, predict its activity (active/inactive) in a high-throughput screening assay against a specified biological target. (1) The molecule is Cn1cnc([N+](=O)[O-])c1Sc1ccccn1. The result is 0 (inactive). (2) The drug is O=C(O)c1cc(C=Cc2cc(O)ccc2O)ccc1O. The result is 0 (inactive). (3) The compound is CC(=O)Nc1ccc(NC(=O)CC(=O)Nc2ccc(NC(C)=O)cc2)cc1. The result is 0 (inactive). (4) The result is 0 (inactive). The drug is COc1cc(C=CC(=O)C(C)(C)C)cc(OC)c1OC. (5) The molecule is O=C1CCCC(=O)N1n1c(Cc2ccc(Cl)cc2)n[nH]c1=O. The result is 0 (inactive).